Dataset: NCI-60 drug combinations with 297,098 pairs across 59 cell lines. Task: Regression. Given two drug SMILES strings and cell line genomic features, predict the synergy score measuring deviation from expected non-interaction effect. (1) Drug 1: C1CC(C1)(C(=O)O)C(=O)O.[NH2-].[NH2-].[Pt+2]. Drug 2: CNC(=O)C1=NC=CC(=C1)OC2=CC=C(C=C2)NC(=O)NC3=CC(=C(C=C3)Cl)C(F)(F)F. Cell line: OVCAR3. Synergy scores: CSS=17.5, Synergy_ZIP=-4.22, Synergy_Bliss=-6.25, Synergy_Loewe=-17.0, Synergy_HSA=-11.9. (2) Drug 1: COC1=C(C=C2C(=C1)N=CN=C2NC3=CC(=C(C=C3)F)Cl)OCCCN4CCOCC4. Drug 2: C1CC(C1)(C(=O)O)C(=O)O.[NH2-].[NH2-].[Pt+2]. Cell line: HL-60(TB). Synergy scores: CSS=67.3, Synergy_ZIP=-3.34, Synergy_Bliss=-3.91, Synergy_Loewe=-3.31, Synergy_HSA=-1.51. (3) Drug 1: C1=CC(=CC=C1CC(C(=O)O)N)N(CCCl)CCCl.Cl. Drug 2: CN(C(=O)NC(C=O)C(C(C(CO)O)O)O)N=O. Cell line: HT29. Synergy scores: CSS=13.5, Synergy_ZIP=-3.86, Synergy_Bliss=0.365, Synergy_Loewe=-13.2, Synergy_HSA=-3.11. (4) Drug 1: CN1CCC(CC1)COC2=C(C=C3C(=C2)N=CN=C3NC4=C(C=C(C=C4)Br)F)OC. Drug 2: CN1C(=O)N2C=NC(=C2N=N1)C(=O)N. Cell line: SF-295. Synergy scores: CSS=1.05, Synergy_ZIP=-1.48, Synergy_Bliss=-4.25, Synergy_Loewe=-3.53, Synergy_HSA=-3.65. (5) Drug 1: CCC1(CC2CC(C3=C(CCN(C2)C1)C4=CC=CC=C4N3)(C5=C(C=C6C(=C5)C78CCN9C7C(C=CC9)(C(C(C8N6C=O)(C(=O)OC)O)OC(=O)C)CC)OC)C(=O)OC)O.OS(=O)(=O)O. Drug 2: COC1=NC(=NC2=C1N=CN2C3C(C(C(O3)CO)O)O)N. Cell line: RXF 393. Synergy scores: CSS=6.47, Synergy_ZIP=-2.18, Synergy_Bliss=-0.128, Synergy_Loewe=-1.67, Synergy_HSA=-1.49. (6) Drug 1: CC1=C(C(=CC=C1)Cl)NC(=O)C2=CN=C(S2)NC3=CC(=NC(=N3)C)N4CCN(CC4)CCO. Drug 2: C1=CN(C=N1)CC(O)(P(=O)(O)O)P(=O)(O)O. Cell line: SNB-19. Synergy scores: CSS=13.0, Synergy_ZIP=-1.46, Synergy_Bliss=4.65, Synergy_Loewe=-3.02, Synergy_HSA=3.15.